This data is from Forward reaction prediction with 1.9M reactions from USPTO patents (1976-2016). The task is: Predict the product of the given reaction. (1) Given the reactants [Cl:1][C:2]1[CH:7]=[CH:6][C:5]([C:8](=[NH:20])[NH:9][C:10]2[CH:15]=[CH:14][C:13]([S:16]([CH3:19])(=[O:18])=[O:17])=[CH:12][CH:11]=2)=[CH:4][CH:3]=1.C(=O)(O)[O-].[Na+].Cl[CH2:27][C:28]([C:30]1[CH:35]=[CH:34][C:33]([F:36])=[CH:32][CH:31]=1)=O, predict the reaction product. The product is: [Cl:1][C:2]1[CH:3]=[CH:4][C:5]([C:8]2[N:9]([C:10]3[CH:15]=[CH:14][C:13]([S:16]([CH3:19])(=[O:17])=[O:18])=[CH:12][CH:11]=3)[CH:27]=[C:28]([C:30]3[CH:35]=[CH:34][C:33]([F:36])=[CH:32][CH:31]=3)[N:20]=2)=[CH:6][CH:7]=1. (2) The product is: [CH3:22][O:21][C:18]1[CH:19]=[CH:20][C:15]([N:13]([CH3:14])[C:11]2[C:10]3[C:5](=[CH:6][CH:7]=[CH:8][CH:9]=3)[N:4]=[C:3]([C:27]#[N:26])[N:12]=2)=[CH:16][CH:17]=1. Given the reactants Cl.Cl[C:3]1[N:12]=[C:11]([N:13]([C:15]2[CH:20]=[CH:19][C:18]([O:21][CH3:22])=[CH:17][CH:16]=2)[CH3:14])[C:10]2[C:5](=[CH:6][CH:7]=[CH:8][CH:9]=2)[N:4]=1.[C-]#N.[Na+].[N:26]12CCN(CC1)C[CH2:27]2, predict the reaction product. (3) Given the reactants [Cl:1][C:2]1[CH:19]=[C:18]([O:20][CH2:21][CH2:22][CH2:23][CH2:24][CH3:25])[CH:17]=[CH:16][C:3]=1[CH2:4][N:5]1[C:9]2[CH:10]=[C:11]([OH:14])[CH:12]=[CH:13][C:8]=2[N:7]=[C:6]1[CH3:15].O1CCCC1.[H-].[Na+].[C:33]1(=[O:37])[O:36][CH2:35][CH2:34]1, predict the reaction product. The product is: [Cl:1][C:2]1[CH:19]=[C:18]([O:20][CH2:21][CH2:22][CH2:23][CH2:24][CH3:25])[CH:17]=[CH:16][C:3]=1[CH2:4][N:5]1[C:9]2[CH:10]=[C:11]([O:14][CH2:35][CH2:34][C:33]([OH:37])=[O:36])[CH:12]=[CH:13][C:8]=2[N:7]=[C:6]1[CH3:15]. (4) The product is: [C:46]([C:32]1[C:33]2[S:37][C:36]([NH:38][C:39]([CH:41]3[CH2:42][CH2:43]3)=[O:40])=[N:35][C:34]=2[CH:44]=[CH:45][C:31]=1[O:30][C:29]1[CH:28]=[C:27]([NH:26][C:7](=[O:9])[C:6]2[CH:10]=[CH:11][CH:12]=[C:4]([O:3][C:2]([F:1])([F:14])[F:13])[CH:5]=2)[CH:50]=[CH:49][CH:48]=1)#[N:47]. Given the reactants [F:1][C:2]([F:14])([F:13])[O:3][C:4]1[CH:5]=[C:6]([CH:10]=[CH:11][CH:12]=1)[C:7]([OH:9])=O.C(Cl)(=O)C(Cl)=O.CN(C)C=O.[NH2:26][C:27]1[CH:28]=[C:29]([CH:48]=[CH:49][CH:50]=1)[O:30][C:31]1[CH:45]=[CH:44][C:34]2[N:35]=[C:36]([NH:38][C:39]([CH:41]3[CH2:43][CH2:42]3)=[O:40])[S:37][C:33]=2[C:32]=1[C:46]#[N:47], predict the reaction product.